Predict which catalyst facilitates the given reaction. From a dataset of Catalyst prediction with 721,799 reactions and 888 catalyst types from USPTO. (1) Reactant: [CH3:1][S:2]([N:5]1[CH2:10][CH2:9][N:8]([C@@H:11]2[CH2:15][N:14]([C:16]([O:18][CH2:19][C:20]3[CH:25]=[CH:24][CH:23]=[CH:22][CH:21]=3)=[O:17])[C@H:13]([C:26]([O:28]C)=[O:27])[CH2:12]2)[CH2:7][CH2:6]1)(=[O:4])=[O:3].[OH-].[Li+].Cl. Product: [CH2:19]([O:18][C:16]([N:14]1[CH2:15][C@@H:11]([N:8]2[CH2:9][CH2:10][N:5]([S:2]([CH3:1])(=[O:4])=[O:3])[CH2:6][CH2:7]2)[CH2:12][C@H:13]1[C:26]([OH:28])=[O:27])=[O:17])[C:20]1[CH:21]=[CH:22][CH:23]=[CH:24][CH:25]=1. The catalyst class is: 30. (2) Reactant: [OH:1][C@H:2]1[CH2:6][N:5]([C:7](=[O:15])[CH2:8][C:9]2[O:13][N:12]=[C:11]([CH3:14])[CH:10]=2)[C@H:4]([C:16]([OH:18])=O)[CH2:3]1.[C:19]1([C:27]2[CH:32]=[CH:31][CH:30]=[CH:29][CH:28]=2)[CH:24]=[CH:23][C:22]([CH2:25][NH2:26])=[CH:21][CH:20]=1.CCN(C(C)C)C(C)C.CN(C(ON1N=NC2C=CC=NC1=2)=[N+](C)C)C.F[P-](F)(F)(F)(F)F. Product: [C:19]1([C:27]2[CH:28]=[CH:29][CH:30]=[CH:31][CH:32]=2)[CH:20]=[CH:21][C:22]([CH2:25][NH:26][C:16]([C@@H:4]2[CH2:3][C@@H:2]([OH:1])[CH2:6][N:5]2[C:7](=[O:15])[CH2:8][C:9]2[O:13][N:12]=[C:11]([CH3:14])[CH:10]=2)=[O:18])=[CH:23][CH:24]=1. The catalyst class is: 3.